This data is from Peptide-MHC class II binding affinity with 134,281 pairs from IEDB. The task is: Regression. Given a peptide amino acid sequence and an MHC pseudo amino acid sequence, predict their binding affinity value. This is MHC class II binding data. The peptide sequence is YDKFLANVITVLTGK. The binding affinity (normalized) is 0.825. The MHC is DRB1_0101 with pseudo-sequence DRB1_0101.